Task: Predict which catalyst facilitates the given reaction.. Dataset: Catalyst prediction with 721,799 reactions and 888 catalyst types from USPTO Reactant: [CH2:1]1[C:9]2[C:4](=[CH:5][CH:6]=[CH:7][CH:8]=2)[CH2:3][CH:2]1[N:10]1[C:14]([C:15]2[CH:20]=[CH:19][CH:18]=[CH:17][CH:16]=2)=[C:13]([C:21]([N:23]2[CH2:28][CH2:27][N:26]([C:29]([O:31][C:32]([CH3:35])([CH3:34])[CH3:33])=[O:30])[CH2:25][C@H:24]2[C:36](=[O:40])[CH:37]([CH3:39])[CH3:38])=[O:22])[N:12]=[CH:11]1.[BH4-].[Na+]. Product: [CH2:1]1[C:9]2[C:4](=[CH:5][CH:6]=[CH:7][CH:8]=2)[CH2:3][CH:2]1[N:10]1[C:14]([C:15]2[CH:16]=[CH:17][CH:18]=[CH:19][CH:20]=2)=[C:13]([C:21]([N:23]2[CH2:28][CH2:27][N:26]([C:29]([O:31][C:32]([CH3:34])([CH3:35])[CH3:33])=[O:30])[CH2:25][C@H:24]2[CH:36]([OH:40])[CH:37]([CH3:38])[CH3:39])=[O:22])[N:12]=[CH:11]1. The catalyst class is: 5.